From a dataset of Catalyst prediction with 721,799 reactions and 888 catalyst types from USPTO. Predict which catalyst facilitates the given reaction. (1) Reactant: [CH3:1][C:2]1[N:7]=[C:6]([CH:8]=[O:9])[CH:5]=[CH:4][CH:3]=1.[CH3:10][Mg]Br. Product: [CH3:1][C:2]1[N:7]=[C:6]([CH:8]([OH:9])[CH3:10])[CH:5]=[CH:4][CH:3]=1. The catalyst class is: 7. (2) Reactant: [N:1]1([C:10]2[CH:17]=[CH:16][C:13]([C:14]#[N:15])=[CH:12][CH:11]=2)[C:5]2=[N:6][CH:7]=[CH:8][CH:9]=[C:4]2[CH:3]=[CH:2]1.[NH2:18][C:19]1[CH:20]=[N:21][C:22]([CH3:25])=[CH:23][CH:24]=1.[H-].[Na+].CCOC(C)=O. Product: [CH3:25][C:22]1[N:21]=[CH:20][C:19]([N:18]=[C:14]([NH2:15])[C:13]2[CH:12]=[CH:11][C:10]([N:1]3[C:5]4=[N:6][CH:7]=[CH:8][CH:9]=[C:4]4[CH:3]=[CH:2]3)=[CH:17][CH:16]=2)=[CH:24][CH:23]=1. The catalyst class is: 16. (3) The catalyst class is: 2. Reactant: [CH3:1][C:2]([C@H:5]([NH2:8])[CH2:6][OH:7])([CH3:4])[CH3:3].C(N(CC)CC)C.[Cl:16][C:17]1[CH:22]=[CH:21][C:20]([S:23](Cl)(=[O:25])=[O:24])=[CH:19][CH:18]=1. Product: [Cl:16][C:17]1[CH:22]=[CH:21][C:20]([S:23]([NH:8][C@H:5]([CH2:6][OH:7])[C:2]([CH3:4])([CH3:3])[CH3:1])(=[O:25])=[O:24])=[CH:19][CH:18]=1. (4) Reactant: [Cl:1][C:2]1[C:7]([C:8]#[N:9])=[C:6](Cl)[N:5]=[C:4]([S:11][CH3:12])[N:3]=1.C(N(CC)CC)C.[CH2:20]([O:22][C:23](=[O:26])[CH2:24][SH:25])[CH3:21]. Product: [CH2:20]([O:22][C:23](=[O:26])[CH2:24][S:25][C:6]1[C:7]([C:8]#[N:9])=[C:2]([Cl:1])[N:3]=[C:4]([S:11][CH3:12])[N:5]=1)[CH3:21]. The catalyst class is: 1.